This data is from Reaction yield outcomes from USPTO patents with 853,638 reactions. The task is: Predict the reaction yield, written as a fraction of the theoretical maximum amount of product (1.0 means a 100% yield; for example, 0.34 means a 34% yield). (1) The reactants are [NH2:1][C:2]1[N:7]=[CH:6][N:5]=[C:4]2[N:8]([CH:17]([C:19]3[O:20][C:21](=[O:35])[C:22]4[C:27]([C:28]=3[C:29]3[CH:34]=[CH:33][CH:32]=[CH:31][CH:30]=3)=[CH:26][CH:25]=[CH:24][CH:23]=4)[CH3:18])[N:9]=[C:10](C3C=NC=CN=3)[C:3]=12.[F:36][C:37]1[CH:42]=[CH:41][C:40]([S:43]([NH:46][C:47]2[CH:48]=[N:49][CH:50]=[C:51]([Sn](C)(C)C)[CH:52]=2)(=[O:45])=[O:44])=[CH:39][CH:38]=1.NC1N=CN=C2N(C(C3OC(=O)C4C(C=3C3C=CC=CC=3)=CC=CC=4)C)N=C(I)C=12. No catalyst specified. The product is [NH2:1][C:2]1[N:7]=[CH:6][N:5]=[C:4]2[N:8]([CH:17]([C:19]3[O:20][C:21](=[O:35])[C:22]4[C:27]([C:28]=3[C:29]3[CH:34]=[CH:33][CH:32]=[CH:31][CH:30]=3)=[CH:26][CH:25]=[CH:24][CH:23]=4)[CH3:18])[N:9]=[C:10]([C:51]3[CH:52]=[C:47]([NH:46][S:43]([C:40]4[CH:41]=[CH:42][C:37]([F:36])=[CH:38][CH:39]=4)(=[O:45])=[O:44])[CH:48]=[N:49][CH:50]=3)[C:3]=12. The yield is 0.174. (2) The reactants are [CH3:1][C:2]1[C:3]([CH:8]([NH:12][CH:13]([C:17]2[C:22]([CH3:23])=[CH:21][CH:20]=[CH:19][N:18]=2)[CH2:14][CH:15]=[CH2:16])[CH2:9][CH:10]=[CH2:11])=[N:4][CH:5]=[CH:6][CH:7]=1.CCN(C(C)C)C(C)C.[C:33](O[C:33]([C:35]([F:38])([F:37])[F:36])=[O:34])([C:35]([F:38])([F:37])[F:36])=[O:34]. The catalyst is CN(C1C=CN=CC=1)C.C(Cl)Cl. The product is [F:36][C:35]([F:38])([F:37])[C:33]([N:12]([CH:13]([C:17]1[C:22]([CH3:23])=[CH:21][CH:20]=[CH:19][N:18]=1)[CH2:14][CH:15]=[CH2:16])[CH:8]([C:3]1[C:2]([CH3:1])=[CH:7][CH:6]=[CH:5][N:4]=1)[CH2:9][CH:10]=[CH2:11])=[O:34]. The yield is 0.550.